This data is from Full USPTO retrosynthesis dataset with 1.9M reactions from patents (1976-2016). The task is: Predict the reactants needed to synthesize the given product. (1) Given the product [CH3:17][O:16][C:10]1[CH:11]=[N:12][C:13]2[C:8]([N:9]=1)=[CH:7][C:6]([CH:4]=[O:5])=[CH:15][CH:14]=2, predict the reactants needed to synthesize it. The reactants are: CON(C)[C:4]([C:6]1[CH:7]=[C:8]2[C:13](=[CH:14][CH:15]=1)[N:12]=[CH:11][C:10]([O:16][CH3:17])=[N:9]2)=[O:5].[H-].[H-].[H-].[H-].[Li+].[Al+3]. (2) Given the product [C:1]([O:5][C:6](=[O:21])[CH2:7][C@@H:8]([CH2:17][NH2:18])[CH2:9][C@H:10]([CH3:16])[CH2:11][CH2:12][CH2:13][CH2:14][CH3:15])([CH3:2])([CH3:4])[CH3:3], predict the reactants needed to synthesize it. The reactants are: [C:1]([O:5][C:6](=[O:21])[CH2:7][C@@H:8]([CH2:17][N:18]=[N+]=[N-])[CH2:9][C@H:10]([CH3:16])[CH2:11][CH2:12][CH2:13][CH2:14][CH3:15])([CH3:4])([CH3:3])[CH3:2].[H][H].